This data is from Full USPTO retrosynthesis dataset with 1.9M reactions from patents (1976-2016). The task is: Predict the reactants needed to synthesize the given product. The reactants are: [CH2:1]([C@H:3]1[C:7]2=[N:8][CH:9]=[C:10]([C:12]([NH:14][C@H:15]([C:18]3[CH:23]=[CH:22][C:21]([S:24]([CH2:27][CH3:28])(=[O:26])=[O:25])=[CH:20][CH:19]=3)[CH2:16][OH:17])=[O:13])[CH:11]=[C:6]2[CH2:5][N:4]1[CH2:29][C@H:30]1[CH2:35][CH2:34][C@H:33]([C:36]([F:39])([F:38])[F:37])[CH2:32][CH2:31]1)[CH3:2].ClC([N:44]=[C:45]=[O:46])(Cl)Cl.C(=O)([O-])[O-].[K+].[K+]. Given the product [C:45](=[O:46])([O:17][CH2:16][C@H:15]([NH:14][C:12]([C:10]1[CH:11]=[C:6]2[CH2:5][N:4]([CH2:29][C@H:30]3[CH2:35][CH2:34][C@H:33]([C:36]([F:38])([F:39])[F:37])[CH2:32][CH2:31]3)[C@@H:3]([CH2:1][CH3:2])[C:7]2=[N:8][CH:9]=1)=[O:13])[C:18]1[CH:23]=[CH:22][C:21]([S:24]([CH2:27][CH3:28])(=[O:25])=[O:26])=[CH:20][CH:19]=1)[NH2:44], predict the reactants needed to synthesize it.